Dataset: Catalyst prediction with 721,799 reactions and 888 catalyst types from USPTO. Task: Predict which catalyst facilitates the given reaction. Reactant: [CH2:1]([O:3][C:4](Cl)=[S:5])[CH3:2].[NH2:7][C:8]1[CH:9]=[C:10]([NH:18][C:19]2[N:28]=[CH:27][C:26]3[N:25]([CH3:29])[C:24](=[O:30])[CH2:23][N:22]([CH:31]([CH3:33])[CH3:32])[C:21]=3[N:20]=2)[CH:11]=[C:12]([C:14]([F:17])([F:16])[F:15])[CH:13]=1.O. Product: [CH2:1]([O:3][C:4](=[S:5])[NH:7][C:8]1[CH:13]=[C:12]([C:14]([F:16])([F:17])[F:15])[CH:11]=[C:10]([NH:18][C:19]2[N:28]=[CH:27][C:26]3[N:25]([CH3:29])[C:24](=[O:30])[CH2:23][N:22]([CH:31]([CH3:33])[CH3:32])[C:21]=3[N:20]=2)[CH:9]=1)[CH3:2]. The catalyst class is: 17.